Dataset: Reaction yield outcomes from USPTO patents with 853,638 reactions. Task: Predict the reaction yield, written as a fraction of the theoretical maximum amount of product (1.0 means a 100% yield; for example, 0.34 means a 34% yield). (1) The reactants are [NH2:1][CH:2]1[N:8]=[C:7]([C:9]2[CH:14]=[CH:13][CH:12]=[C:11]([O:15][CH3:16])[N:10]=2)[C:6]2[CH:17]=[C:18]([Cl:21])[CH:19]=[CH:20][C:5]=2[N:4]([CH3:22])[C:3]1=[O:23].[N:24]([C:27]1[CH:32]=[CH:31][C:30]([N:33]2[CH2:38][CH2:37][O:36][CH2:35][CH2:34]2)=[CH:29][C:28]=1[CH3:39])=[C:25]=[S:26]. No catalyst specified. The product is [Cl:21][C:18]1[CH:19]=[CH:20][C:5]2[N:4]([CH3:22])[C:3](=[O:23])[CH:2]([NH:1][C:25]([NH:24][C:27]3[CH:32]=[CH:31][C:30]([N:33]4[CH2:38][CH2:37][O:36][CH2:35][CH2:34]4)=[CH:29][C:28]=3[CH3:39])=[S:26])[N:8]=[C:7]([C:9]3[CH:14]=[CH:13][CH:12]=[C:11]([O:15][CH3:16])[N:10]=3)[C:6]=2[CH:17]=1. The yield is 0.890. (2) The reactants are [NH2:1][C:2]1[C:3]([N:9]2[CH2:14][CH2:13][CH:12]([CH2:15][OH:16])[CH2:11][CH2:10]2)=[N:4][C:5](Br)=[CH:6][N:7]=1.[N:17]1[CH:22]=[CH:21][C:20](B(O)O)=[CH:19][CH:18]=1. No catalyst specified. The product is [NH2:1][C:2]1[C:3]([N:9]2[CH2:14][CH2:13][CH:12]([CH2:15][OH:16])[CH2:11][CH2:10]2)=[N:4][C:5]([C:20]2[CH:21]=[CH:22][N:17]=[CH:18][CH:19]=2)=[CH:6][N:7]=1. The yield is 0.560. (3) The reactants are [CH:1]1([C@@H:7]([C:9]2[NH:10][CH:11]=[C:12]([C:14]3[CH:19]=[CH:18][C:17]([F:20])=[CH:16][CH:15]=3)[N:13]=2)[NH2:8])[CH2:6][CH2:5][CH2:4][CH2:3][CH2:2]1.C(N(CC)CC)C.[CH3:28][C:29](=O)[CH2:30][CH3:31].C(O[BH-](OC(=O)C)OC(=O)C)(=O)C.[Na+]. The catalyst is CO.O. The product is [CH:1]1([C@@H:7]([C:9]2[NH:10][CH:11]=[C:12]([C:14]3[CH:15]=[CH:16][C:17]([F:20])=[CH:18][CH:19]=3)[N:13]=2)[NH:8][CH:28]2[CH2:31][CH2:30][CH2:29]2)[CH2:2][CH2:3][CH2:4][CH2:5][CH2:6]1. The yield is 0.120. (4) The reactants are [CH3:1][S:2]([C:5]1[CH:10]=[CH:9][C:8]([CH2:11][C:12]([OH:14])=[O:13])=[CH:7][CH:6]=1)(=[O:4])=[O:3].S(=O)(=O)(O)O.[CH3:20]O. No catalyst specified. The product is [CH3:20][O:13][C:12](=[O:14])[CH2:11][C:8]1[CH:7]=[CH:6][C:5]([S:2]([CH3:1])(=[O:3])=[O:4])=[CH:10][CH:9]=1. The yield is 0.980. (5) The reactants are [C:1]([O:5][C:6]([N:8]1[C@@H:13]([C@@H:14]([O:40]CC2C=CC=CC=2)[C@@H:15]([N:25](CC2C=CC=CC=2)CC2C=CC=CC=2)[CH2:16][C:17]2[CH:22]=[C:21]([F:23])[CH:20]=[C:19]([F:24])[CH:18]=2)[CH2:12][O:11][C@@H:10]([CH2:48][O:49][C:50](=[O:54])[CH2:51][CH2:52][CH3:53])[CH2:9]1)=[O:7])([CH3:4])([CH3:3])[CH3:2].[H][H]. The catalyst is C(O)C.[OH-].[OH-].[Pd+2]. The product is [C:1]([O:5][C:6]([N:8]1[C@@H:13]([C@@H:14]([OH:40])[C@@H:15]([NH2:25])[CH2:16][C:17]2[CH:22]=[C:21]([F:23])[CH:20]=[C:19]([F:24])[CH:18]=2)[CH2:12][O:11][C@@H:10]([CH2:48][O:49][C:50](=[O:54])[CH2:51][CH2:52][CH3:53])[CH2:9]1)=[O:7])([CH3:4])([CH3:3])[CH3:2]. The yield is 1.00.